Dataset: Peptide-MHC class II binding affinity with 134,281 pairs from IEDB. Task: Regression. Given a peptide amino acid sequence and an MHC pseudo amino acid sequence, predict their binding affinity value. This is MHC class II binding data. (1) The peptide sequence is IEAAASAIQGNVTSI. The MHC is DRB1_0404 with pseudo-sequence DRB1_0404. The binding affinity (normalized) is 0.428. (2) The peptide sequence is PYPQPQLPY. The MHC is DRB4_0101 with pseudo-sequence DRB4_0103. The binding affinity (normalized) is 0.